Dataset: Reaction yield outcomes from USPTO patents with 853,638 reactions. Task: Predict the reaction yield, written as a fraction of the theoretical maximum amount of product (1.0 means a 100% yield; for example, 0.34 means a 34% yield). (1) The reactants are [Cl:1][C:2]1[N:7]=[CH:6][N:5]=[C:4]([NH2:8])[C:3]=1[NH2:9].[C:10]1([C:20](O)=O)[C:19]2[C:14](=[CH:15][CH:16]=[CH:17][CH:18]=2)[CH:13]=[CH:12][CH:11]=1.P(Cl)(Cl)(Cl)=O. No catalyst specified. The product is [Cl:1][C:2]1[N:7]=[CH:6][N:5]=[C:4]2[C:3]=1[N:9]=[C:20]([C:10]1[C:19]3[C:14](=[CH:15][CH:16]=[CH:17][CH:18]=3)[CH:13]=[CH:12][CH:11]=1)[NH:8]2. The yield is 0.800. (2) The reactants are [CH3:1][C:2]1[CH:29]=[CH:28][C:5]([C:6]([NH:8][C:9]2[S:13][C:12]([NH:14][C:15]3[CH:24]=[CH:23][C:22]4[C:17](=[CH:18][CH:19]=[CH:20][CH:21]=4)[CH:16]=3)=[N:11][C:10]=2[C:25]([NH2:27])=[O:26])=[O:7])=[CH:4][C:3]=1[N+:30]([O-])=O. The catalyst is CO.C1COCC1.[Pd]. The product is [NH2:30][C:3]1[CH:4]=[C:5]([CH:28]=[CH:29][C:2]=1[CH3:1])[C:6]([NH:8][C:9]1[S:13][C:12]([NH:14][C:15]2[CH:24]=[CH:23][C:22]3[C:17](=[CH:18][CH:19]=[CH:20][CH:21]=3)[CH:16]=2)=[N:11][C:10]=1[C:25]([NH2:27])=[O:26])=[O:7]. The yield is 0.490. (3) The reactants are [O:1]1[CH2:6][C:5](=O)[NH:4][C:3]2[CH:8]=[CH:9][CH:10]=[CH:11][C:2]1=2.[H-].[Al+3].[Li+].[H-].[H-].[H-]. The catalyst is O1CCCC1.O.[OH-].[Na+]. The product is [O:1]1[CH2:6][CH2:5][NH:4][C:3]2[CH:8]=[CH:9][CH:10]=[CH:11][C:2]1=2. The yield is 0.790. (4) The reactants are C([O:3][C:4]([C:6]1[CH:10]=[C:9]([C:11]2[CH:15]=[CH:14][N:13]([CH2:16][CH3:17])[CH:12]=2)[N:8]([C:18]2[CH:19]=[N:20][C:21]([CH3:24])=[CH:22][CH:23]=2)[N:7]=1)=[O:5])C.O.[OH-].[Li+]. The catalyst is CO.O. The product is [CH2:16]([N:13]1[CH:14]=[CH:15][C:11]([C:9]2[N:8]([C:18]3[CH:19]=[N:20][C:21]([CH3:24])=[CH:22][CH:23]=3)[N:7]=[C:6]([C:4]([OH:5])=[O:3])[CH:10]=2)=[CH:12]1)[CH3:17]. The yield is 0.760. (5) The reactants are Cl[C:2]1[C:7]([C:8]([F:11])([F:10])[F:9])=[CH:6][N:5]=[C:4]([NH:12][C:13]2[CH:27]=[CH:26][C:16]([CH2:17][P:18](=[O:25])([O:22][CH2:23][CH3:24])[O:19][CH2:20][CH3:21])=[CH:15][CH:14]=2)[N:3]=1.[NH2:28][C:29]1[CH:30]=[CH:31][C:32]([Br:40])=[C:33]2[C:37]=1[C:36](=[O:38])[N:35]([CH3:39])[CH2:34]2. No catalyst specified. The product is [Br:40][C:32]1[CH:31]=[CH:30][C:29]([NH:28][C:2]2[C:7]([C:8]([F:10])([F:11])[F:9])=[CH:6][N:5]=[C:4]([NH:12][C:13]3[CH:14]=[CH:15][C:16]([CH2:17][P:18](=[O:25])([O:19][CH2:20][CH3:21])[O:22][CH2:23][CH3:24])=[CH:26][CH:27]=3)[N:3]=2)=[C:37]2[C:33]=1[CH2:34][N:35]([CH3:39])[C:36]2=[O:38]. The yield is 0.380. (6) The catalyst is CC1C=CC=CC=1C.S(O)(C1C=CC(C)=CC=1)(=O)=O.O. The yield is 0.850. The product is [OH:22][C:21]1[N:13]2[N:12]=[C:11]([C:2]3[CH:3]=[CH:4][C:5]4[CH2:6][CH2:7][CH2:8][CH2:9][C:10]=4[CH:1]=3)[CH:15]=[C:14]2[N:16]=[C:17]([CH3:18])[C:20]=1[CH2:26][C:27]([O:29][CH3:30])=[O:28]. The reactants are [CH:1]1[C:10]2[CH2:9][CH2:8][CH2:7][CH2:6][C:5]=2[CH:4]=[CH:3][C:2]=1[C:11]1[CH:15]=[C:14]([NH2:16])[NH:13][N:12]=1.[C:17]([CH:20]([CH2:26][C:27]([O:29][CH3:30])=[O:28])[C:21](OCC)=[O:22])(=O)[CH3:18]. (7) The reactants are [NH2:1][C:2]1[CH:3]=[CH:4][C:5]2[CH2:9][O:8][B:7]([OH:10])[C:6]=2[CH:11]=1.CN1CCOCC1.[CH2:19]([O:26][C:27]1[CH:32]=[CH:31][C:30]([S:33](Cl)(=[O:35])=[O:34])=[C:29]([N+:37]([O-:39])=[O:38])[CH:28]=1)[C:20]1[CH:25]=[CH:24][CH:23]=[CH:22][CH:21]=1. The catalyst is C(#N)C. The product is [CH2:19]([O:26][C:27]1[CH:32]=[CH:31][C:30]([S:33]([NH:1][C:2]2[CH:3]=[CH:4][C:5]3[CH2:9][O:8][B:7]([OH:10])[C:6]=3[CH:11]=2)(=[O:34])=[O:35])=[C:29]([N+:37]([O-:39])=[O:38])[CH:28]=1)[C:20]1[CH:21]=[CH:22][CH:23]=[CH:24][CH:25]=1. The yield is 0.800. (8) The reactants are [NH:1]([CH2:5][CH2:6][OH:7])[CH2:2][CH2:3][OH:4].C(=O)([O-])[O-].[Na+].[Na+].CC(C)=O.[CH:18]1[CH:23]=[CH:22][C:21]([CH2:24][O:25][C:26](Cl)=[O:27])=[CH:20][CH:19]=1. The catalyst is O. The product is [OH:4][CH2:3][CH2:2][N:1]([CH2:5][CH2:6][OH:7])[C:26](=[O:27])[O:25][CH2:24][C:21]1[CH:22]=[CH:23][CH:18]=[CH:19][CH:20]=1. The yield is 0.760. (9) The reactants are CC(C)([O-])C.[K+].[CH:7]([C:10]1[CH:15]=[CH:14][CH:13]=[C:12]([CH:16]([CH3:18])[CH3:17])[C:11]=1[N:19]1[C:28](=[O:29])[C:27]2[CH:30]=[CH:31][C:32]3[O:33][C:34]4[C:39]([C:24]5[C:25]=3[C:26]=2[C:21](=[CH:22][CH:23]=5)[C:20]1=[O:41])=[CH:38][C:37]([OH:40])=[CH:36][CH:35]=4)([CH3:9])[CH3:8].FC(F)(F)S([O-])(=O)=O.[C:50]1([I+][C:50]2[CH:55]=[CH:54][CH:53]=[CH:52][CH:51]=2)[CH:55]=[CH:54][CH:53]=[CH:52][CH:51]=1. The catalyst is C1COCC1. The product is [CH:7]([C:10]1[CH:15]=[CH:14][CH:13]=[C:12]([CH:16]([CH3:18])[CH3:17])[C:11]=1[N:19]1[C:28](=[O:29])[C:27]2[CH:30]=[CH:31][C:32]3[O:33][C:34]4[C:39]([C:24]5[C:25]=3[C:26]=2[C:21](=[CH:22][CH:23]=5)[C:20]1=[O:41])=[CH:38][C:37]([O:40][C:50]1[CH:55]=[CH:54][CH:53]=[CH:52][CH:51]=1)=[CH:36][CH:35]=4)([CH3:8])[CH3:9]. The yield is 0.730.